Dataset: Full USPTO retrosynthesis dataset with 1.9M reactions from patents (1976-2016). Task: Predict the reactants needed to synthesize the given product. (1) Given the product [Br:24][C:25]1[CH:31]=[CH:30][C:28]([NH:29][C:4](=[O:6])[C:3]2[CH:7]=[C:8]([N+:13]([O-:15])=[O:14])[C:9]([NH:11][CH3:12])=[CH:10][C:2]=2[F:1])=[CH:27][CH:26]=1, predict the reactants needed to synthesize it. The reactants are: [F:1][C:2]1[CH:10]=[C:9]([NH:11][CH3:12])[C:8]([N+:13]([O-:15])=[O:14])=[CH:7][C:3]=1[C:4]([OH:6])=O.ClC(N(C)C)=C(C)C.[Br:24][C:25]1[CH:31]=[CH:30][C:28]([NH2:29])=[CH:27][CH:26]=1.CCN(C(C)C)C(C)C. (2) Given the product [CH2:22]([C:21]1[N:9]([CH2:8][CH2:7][CH2:6][OH:5])[C:10]2[C:19]3[N:18]=[CH:17][CH:16]=[CH:15][C:14]=3[N:13]=[CH:12][C:11]=2[N:20]=1)[CH2:23][CH3:24], predict the reactants needed to synthesize it. The reactants are: Cl.C([O:5][CH2:6][CH2:7][CH2:8][NH:9][C:10]1[C:19]2[C:14](=[CH:15][CH:16]=[CH:17][N:18]=2)[N:13]=[CH:12][C:11]=1[NH:20][C:21](=O)[CH2:22][CH2:23][CH3:24])(=O)C.[OH-].[Na+]. (3) Given the product [N+:1]([C:4]1[CH:14]=[CH:13][C:7]2[CH2:8][CH2:9][N:10]([C:16]([O:18][C:19]([CH3:22])([CH3:21])[CH3:20])=[O:15])[CH2:11][CH2:12][C:6]=2[CH:5]=1)([O-:3])=[O:2], predict the reactants needed to synthesize it. The reactants are: [N+:1]([C:4]1[CH:14]=[CH:13][C:7]2[CH2:8][CH2:9][NH:10][CH2:11][CH2:12][C:6]=2[CH:5]=1)([O-:3])=[O:2].[O:15](C(OC(C)(C)C)=O)[C:16]([O:18][C:19]([CH3:22])([CH3:21])[CH3:20])=O. (4) Given the product [C:10]([C:12]1[C:20]2[C:15](=[CH:16][CH:17]=[C:18]([CH2:21][CH2:22][NH:23][C:24](=[O:38])[C:25]3[CH:30]=[CH:29][C:28]([C:31]4[CH:36]=[CH:35][N:34]=[C:33]([NH:9][CH2:8][CH2:7][N:3]5[CH2:4][CH2:5][NH:6][C:2]5=[O:1])[N:32]=4)=[CH:27][CH:26]=3)[CH:19]=2)[NH:14][CH:13]=1)#[N:11], predict the reactants needed to synthesize it. The reactants are: [O:1]=[C:2]1[NH:6][CH2:5][CH2:4][N:3]1[CH2:7][CH2:8][NH2:9].[C:10]([C:12]1[C:20]2[C:15](=[CH:16][CH:17]=[C:18]([CH2:21][CH2:22][NH:23][C:24](=[O:38])[C:25]3[CH:30]=[CH:29][C:28]([C:31]4[CH:36]=[CH:35][N:34]=[C:33](Cl)[N:32]=4)=[CH:27][CH:26]=3)[CH:19]=2)[NH:14][CH:13]=1)#[N:11]. (5) Given the product [ClH:3].[CH3:14][O:12][C:11]([C@@H:9]1[CH2:10][CH2:5][CH2:6][CH2:7][NH:8]1)=[O:13], predict the reactants needed to synthesize it. The reactants are: S(Cl)([Cl:3])=O.[CH2:5]1[CH2:10][C@@H:9]([C:11]([OH:13])=[O:12])[NH:8][CH2:7][CH2:6]1.[CH3:14]O. (6) Given the product [C:9]([OH:14])(=[O:13])[CH:10]=[CH2:11].[NH2:67][C:68]([O:70][CH2:8][CH3:3])=[O:69], predict the reactants needed to synthesize it. The reactants are: C=C[C:3]1[CH:8]=CC=CC=1.[C:9]([O:14]CCCCCC)(=[O:13])[C:10](C)=[CH2:11].C(O)(=O)C(C)=C.C(OCCOC(=O)C(C)=C)(=O)C(C)=C.C(OSCCCCCC(C)C)(=O)CO.S(OOS([O-])(=O)=O)([O-])(=O)=O.[K+].[K+].[NH2:67][C:68]([O:70]CC)=[O:69].[OH-].[K+].